Dataset: Full USPTO retrosynthesis dataset with 1.9M reactions from patents (1976-2016). Task: Predict the reactants needed to synthesize the given product. (1) Given the product [S:5]1[CH:9]=[CH:8][CH:7]=[C:6]1[C:10]([N:3]=[C:2]=[S:1])=[O:11], predict the reactants needed to synthesize it. The reactants are: [S-:1][C:2]#[N:3].[K+].[S:5]1[CH:9]=[CH:8][CH:7]=[C:6]1[C:10](Cl)=[O:11]. (2) The reactants are: [C:1]([NH:4][NH:5]C(=O)C1C=C(CC)C(OC)=NC=1C)(=[O:3])[CH3:2].S(Cl)([C:22]1[CH:28]=[CH:27][C:25](C)=[CH:24][CH:23]=1)(=O)=O.C([N:34]=P1(N(CC)CC)N(C)CCCN1C)(C)(C)C. Given the product [CH3:2][C:1]1[O:3][C:22]([C:28]2[CH:27]=[CH:25][CH:24]=[CH:23][N:34]=2)=[N:5][N:4]=1, predict the reactants needed to synthesize it. (3) Given the product [Si:32]([O:31][CH2:30][CH2:29][N:21]1[CH2:22][C:23](=[O:24])[N:19]([CH2:18][CH2:17][CH2:16][CH2:15][N:12]2[CH2:11][CH2:10][N:9]([C:4]3[CH:5]=[CH:6][CH:7]=[CH:8][C:3]=3[O:2][CH3:1])[CH2:14][CH2:13]2)[C:20]1=[O:25])([C:35]([CH3:38])([CH3:37])[CH3:36])([CH3:34])[CH3:33], predict the reactants needed to synthesize it. The reactants are: [CH3:1][O:2][C:3]1[CH:8]=[CH:7][CH:6]=[CH:5][C:4]=1[N:9]1[CH2:14][CH2:13][N:12]([CH2:15][CH2:16][CH2:17][CH2:18][N:19]2[C:23](=[O:24])[CH2:22][NH:21][C:20]2=[O:25])[CH2:11][CH2:10]1.[H-].[Na+].Br[CH2:29][CH2:30][O:31][Si:32]([C:35]([CH3:38])([CH3:37])[CH3:36])([CH3:34])[CH3:33]. (4) Given the product [Cl:1][C:2]1[CH:7]=[CH:6][C:5]([C:8]2[S:9][C:10]([CH3:21])=[C:11]([C:13]3[C:14](=[O:20])[CH:15]([CH:37]([C:34]4[CH:33]=[CH:32][C:31]([F:30])=[CH:36][N:35]=4)[OH:38])[CH2:16][C:17]=3[O:18][CH3:19])[N:12]=2)=[CH:4][CH:3]=1, predict the reactants needed to synthesize it. The reactants are: [Cl:1][C:2]1[CH:7]=[CH:6][C:5]([C:8]2[S:9][C:10]([CH3:21])=[C:11]([C:13]3[C:14](=[O:20])[CH2:15][CH2:16][C:17]=3[O:18][CH3:19])[N:12]=2)=[CH:4][CH:3]=1.C([N-]C(C)C)(C)C.[Li+].[F:30][C:31]1[CH:32]=[CH:33][C:34]([CH:37]=[O:38])=[N:35][CH:36]=1. (5) Given the product [CH2:1]([O:3][CH2:4][CH2:5][NH:6][S:7]([C:10]1[C:15]([Cl:16])=[CH:14][CH:13]=[C:12]([NH2:17])[C:11]=1[OH:20])(=[O:9])=[O:8])[CH3:2], predict the reactants needed to synthesize it. The reactants are: [CH2:1]([O:3][CH2:4][CH2:5][NH:6][S:7]([C:10]1[C:15]([Cl:16])=[CH:14][CH:13]=[C:12]([N+:17]([O-])=O)[C:11]=1[OH:20])(=[O:9])=[O:8])[CH3:2].[H][H]. (6) Given the product [CH2:38]([O:37][C:35]([C:31]1([CH2:30][CH2:29][CH2:28][CH2:27][C:60](=[O:75])[CH2:59][CH2:58][CH2:57][CH2:56][C:53]([CH3:55])([CH3:54])[C:51]([O:50][CH2:46][CH3:47])=[O:52])[CH2:34][CH2:33][CH2:32]1)=[O:36])[CH3:39], predict the reactants needed to synthesize it. The reactants are: C(OC(=O)C(C)(C)CCCCC([N+]#C)S(C1C=CC(C)=CC=1)(=O)=O)C.I[CH2:27][CH2:28][CH2:29][CH2:30][C:31]1([C:35]([O:37][CH2:38][CH3:39])=[O:36])[CH2:34][CH2:33][CH2:32]1.CC([O-])(C)C.[K+].[C:46]([O:50][C:51]([C:53]1([CH2:56][CH2:57][CH2:58][CH2:59][C:60](=[O:75])CCCCC2(C(OC(C)(C)C)=O)CC2)[CH2:55][CH2:54]1)=[O:52])(C)(C)[CH3:47]. (7) Given the product [F:32][C:30]1[CH:29]=[CH:28][N:27]=[C:26]([C:5]2[CH:6]=[C:7]([N:10]3[CH2:11][CH2:12][CH2:13][CH2:14][CH2:15]3)[CH:8]=[CH:9][C:4]=2[N+:1]([O-:3])=[O:2])[CH:31]=1, predict the reactants needed to synthesize it. The reactants are: [N+:1]([C:4]1[CH:9]=[CH:8][C:7]([N:10]2[CH2:15][CH2:14][CH2:13][CH2:12][CH2:11]2)=[CH:6][C:5]=1B1OC(C)(C)C(C)(C)O1)([O-:3])=[O:2].Cl[C:26]1[CH:31]=[C:30]([F:32])[CH:29]=[CH:28][N:27]=1.[O-]P([O-])([O-])=O.[K+].[K+].[K+].C1(P(C2CCCCC2)C2C=CC=CC=2C2C(OC)=CC=CC=2OC)CCCCC1.